From a dataset of Full USPTO retrosynthesis dataset with 1.9M reactions from patents (1976-2016). Predict the reactants needed to synthesize the given product. (1) Given the product [CH2:35]([O:34][C:32](=[O:33])[C:31]([O:21][C:18]1[CH:17]=[CH:16][C:15]([CH2:14][CH2:13][CH2:12][C:9]2[N:8]([CH2:22][CH2:23][CH3:24])[C:7](=[O:25])[N:6]([CH2:5][C:4]3[CH:26]=[CH:27][C:28]([CH3:29])=[C:2]([CH3:1])[CH:3]=3)[C:10]=2[CH3:11])=[CH:20][CH:19]=1)([CH3:38])[CH3:37])[CH3:36], predict the reactants needed to synthesize it. The reactants are: [CH3:1][C:2]1[CH:3]=[C:4]([CH:26]=[CH:27][C:28]=1[CH3:29])[CH2:5][N:6]1[C:10]([CH3:11])=[C:9]([CH2:12][CH2:13][CH2:14][C:15]2[CH:20]=[CH:19][C:18]([OH:21])=[CH:17][CH:16]=2)[N:8]([CH2:22][CH2:23][CH3:24])[C:7]1=[O:25].Br[C:31]([CH3:38])([CH3:37])[C:32]([O:34][CH2:35][CH3:36])=[O:33].[O-]S([O-])(=O)=O.[Mg+2].C([O-])([O-])=O.[K+].[K+]. (2) Given the product [CH3:25][O:24][C:21]1[CH:20]=[CH:19][C:18]([CH2:17][N:15]2[CH:16]=[C:12]([C:7]3[N:8]=[C:9]([NH2:11])[S:10][C:6]=3[CH2:4][OH:3])[C:13]([CH:26]([OH:29])[CH2:27][CH3:28])=[N:14]2)=[CH:23][CH:22]=1, predict the reactants needed to synthesize it. The reactants are: C([O:3][C:4]([C:6]1[S:10][C:9]([NH2:11])=[N:8][C:7]=1[C:12]1[C:13]([CH:26]([OH:29])[CH2:27][CH3:28])=[N:14][N:15]([CH2:17][C:18]2[CH:23]=[CH:22][C:21]([O:24][CH3:25])=[CH:20][CH:19]=2)[CH:16]=1)=O)C.CC(C[AlH]CC(C)C)C.CO.C([O-])([O-])=O.[K+].[K+]. (3) Given the product [CH2:1]([O:3][C:4]1[CH:9]=[CH:8][C:7]([N:10]2[C:11]([CH3:22])=[C:12]3[C:17]([C:16]([CH3:20])=[N:15][N:14]=[C:13]3[CH3:21])=[C:18]2[CH3:19])=[CH:6][C:5]=1[CH:23]=[O:24])[CH3:2], predict the reactants needed to synthesize it. The reactants are: [CH2:1]([O:3][C:4]1[CH:9]=[CH:8][C:7]([N:10]2[C:18]([CH3:19])=[C:17]3[C:12]([C:13]([CH3:21])=[N:14][N:15]=[C:16]3[CH3:20])=[C:11]2[CH3:22])=[CH:6][C:5]=1[CH2:23][OH:24])[CH3:2]. (4) Given the product [CH3:1][C:2]1[CH:7]=[CH:6][C:5]([NH:8][C:28]([NH:27][C:21]2[CH:26]=[CH:25][CH:24]=[CH:23][CH:22]=2)=[O:29])=[CH:4][C:3]=1[C:9]#[C:10][C:11]1[CH:16]=[N:15][CH:14]=[C:13]2[N:17]([CH3:20])[N:18]=[CH:19][C:12]=12, predict the reactants needed to synthesize it. The reactants are: [CH3:1][C:2]1[CH:7]=[CH:6][C:5]([NH2:8])=[CH:4][C:3]=1[C:9]#[C:10][C:11]1[CH:16]=[N:15][CH:14]=[C:13]2[N:17]([CH3:20])[N:18]=[CH:19][C:12]=12.[C:21]1([N:27]=[C:28]=[O:29])[CH:26]=[CH:25][CH:24]=[CH:23][CH:22]=1. (5) Given the product [CH2:1]([NH:5][C:6]1[N:16]=[C:15]([C:17]([F:20])([F:18])[F:19])[CH:14]=[CH:13][C:7]=1[C:8]([O:10][CH2:11][CH3:12])=[O:9])[CH2:2][CH3:3], predict the reactants needed to synthesize it. The reactants are: [CH:1](=O)[CH2:2][CH3:3].[NH2:5][C:6]1[N:16]=[C:15]([C:17]([F:20])([F:19])[F:18])[CH:14]=[CH:13][C:7]=1[C:8]([O:10][CH2:11][CH3:12])=[O:9].C(O)(=O)C.C(O[BH-](OC(=O)C)OC(=O)C)(=O)C.[Na+]. (6) Given the product [NH2:5][C@@H:4]1[C@@H:6]([O:7][Si:17]([CH3:20])([CH3:19])[CH3:18])[C@H:8]([O:9][Si:17]([CH3:20])([CH3:19])[CH3:18])[C@@H:10]([CH2:12][O:13][Si:17]([CH3:18])([CH3:19])[CH3:20])[O:11][C@@H:3]1[O:2][Si:24]([CH3:27])([CH3:26])[CH3:25], predict the reactants needed to synthesize it. The reactants are: Cl.[OH:2][CH:3]1[O:11][C@H:10]([CH2:12][OH:13])[C@@H:8]([OH:9])[C@H:6]([OH:7])[C@H:4]1[NH2:5].[CH3:18][Si:17]([CH3:20])([CH3:19])N[Si:17]([CH3:20])([CH3:19])[CH3:18].Cl[Si:24]([CH3:27])([CH3:26])[CH3:25]. (7) Given the product [Cl:1][C:2]1[CH:3]=[C:4]([CH:5]=[CH:6][C:7]=1[O:8][CH3:9])[NH:10][C:11]1[N:16]=[C:15]([NH:17][CH:18]([CH3:20])[CH3:19])[N:14]=[C:13]([O:21][C:22]2[CH:27]=[CH:26][CH:25]=[CH:24][C:23]=2[C:40]#[C:39][C:37]([CH3:38])([OH:41])[CH3:36])[N:12]=1, predict the reactants needed to synthesize it. The reactants are: [Cl:1][C:2]1[CH:3]=[C:4]([NH:10][C:11]2[N:16]=[C:15]([NH:17][CH:18]([CH3:20])[CH3:19])[N:14]=[C:13]([O:21][C:22]3[CH:27]=[CH:26][C:25](I)=[CH:24][CH:23]=3)[N:12]=2)[CH:5]=[CH:6][C:7]=1[O:8][CH3:9].C(N(CC)CC)C.[CH3:36][C:37]([OH:41])([C:39]#[CH:40])[CH3:38]. (8) Given the product [F:21][C:2]([F:20])([F:1])[C:3]1[CH:4]=[C:5]([C:9]2[C:17]3[O:16][CH:15]([CH2:18][NH:19][C:32](=[O:33])[O:34][CH2:35][C:36]4[CH:41]=[CH:40][CH:39]=[CH:38][CH:37]=4)[CH2:14][C:13]=3[CH:12]=[CH:11][CH:10]=2)[CH:6]=[CH:7][CH:8]=1, predict the reactants needed to synthesize it. The reactants are: [F:1][C:2]([F:21])([F:20])[C:3]1[CH:4]=[C:5]([C:9]2[C:17]3[O:16][CH:15]([CH2:18][NH2:19])[CH2:14][C:13]=3[CH:12]=[CH:11][CH:10]=2)[CH:6]=[CH:7][CH:8]=1.C(N(C(C)C)CC)(C)C.Cl[C:32]([O:34][CH2:35][C:36]1[CH:41]=[CH:40][CH:39]=[CH:38][CH:37]=1)=[O:33].C(OC(=O)NCC1CC2C=CC=C(C3CCCC3)C=2O1)C1C=CC=CC=1.